From a dataset of Catalyst prediction with 721,799 reactions and 888 catalyst types from USPTO. Predict which catalyst facilitates the given reaction. (1) Reactant: N1C=CC=CC=1.[F:7]N1N=C(F)C=C(F)N1.[Cl:16][C:17]1[CH:25]=[CH:24][C:20]([C:21](O)=[O:22])=[C:19]([NH:26][CH2:27][CH3:28])[N:18]=1. Product: [Cl:16][C:17]1[CH:25]=[CH:24][C:20]([C:21]([F:7])=[O:22])=[C:19]([NH:26][CH2:27][CH3:28])[N:18]=1. The catalyst class is: 4. (2) Reactant: [N+:1]([O-:4])(O)=[O:2].[F:5][C:6]1[CH:14]=[CH:13][CH:12]=[C:11]([CH3:15])[C:7]=1[C:8]([OH:10])=[O:9]. Product: [F:5][C:6]1[C:7]([C:8]([OH:10])=[O:9])=[C:11]([CH3:15])[C:12]([N+:1]([O-:4])=[O:2])=[CH:13][CH:14]=1. The catalyst class is: 65. (3) Reactant: [Cl:1][C:2]1[CH:3]=[C:4]2[C:8](=[C:9]([NH:11][CH:12]3[CH2:16][CH2:15][CH2:14][CH2:13]3)[CH:10]=1)[NH:7][C:6]([C:17]1[S:18][CH2:19][C@@H:20]([CH2:22][CH2:23][N:24]3[CH2:29][CH2:28][NH:27][CH2:26][CH2:25]3)[N:21]=1)=[CH:5]2.[C:30](O)(=[O:33])[CH2:31][OH:32].C(Cl)CCl.C1C=CC2N(O)N=NC=2C=1.C(=O)(O)[O-].[Na+]. Product: [Cl:1][C:2]1[CH:3]=[C:4]2[C:8](=[C:9]([NH:11][CH:12]3[CH2:16][CH2:15][CH2:14][CH2:13]3)[CH:10]=1)[NH:7][C:6]([C:17]1[S:18][CH2:19][C@@H:20]([CH2:22][CH2:23][N:24]3[CH2:29][CH2:28][N:27]([C:31](=[O:32])[CH2:30][OH:33])[CH2:26][CH2:25]3)[N:21]=1)=[CH:5]2. The catalyst class is: 9. (4) Reactant: [Cl:1][C:2]1[C:3]([C:46](=[O:56])[N:47]([CH2:52][CH2:53][CH2:54][CH3:55])[CH2:48][CH2:49][CH2:50][CH3:51])=[N:4][N:5]([C:8]2[CH:29]=[CH:28][C:27]([C:30](=[O:45])[NH:31][S:32]([C:35]3[CH:44]=[CH:43][C:42]4[C:37](=[CH:38][CH:39]=[CH:40][CH:41]=4)[CH:36]=3)(=[O:34])=[O:33])=[CH:26][C:9]=2[C:10]([N:12]2[C@@H:21]([C:22](OC)=[O:23])[CH2:20][C:19]3[C:14](=[CH:15][CH:16]=[CH:17][CH:18]=3)[CH2:13]2)=[O:11])[C:6]=1[CH3:7].[BH4-].[Na+]. Product: [CH2:52]([N:47]([CH2:48][CH2:49][CH2:50][CH3:51])[C:46]([C:3]1[C:2]([Cl:1])=[C:6]([CH3:7])[N:5]([C:8]2[CH:29]=[CH:28][C:27]([C:30](=[O:45])[NH:31][S:32]([C:35]3[CH:44]=[CH:43][C:42]4[C:37](=[CH:38][CH:39]=[CH:40][CH:41]=4)[CH:36]=3)(=[O:34])=[O:33])=[CH:26][C:9]=2[C:10]([N:12]2[C@@H:21]([CH2:22][OH:23])[CH2:20][C:19]3[C:14](=[CH:15][CH:16]=[CH:17][CH:18]=3)[CH2:13]2)=[O:11])[N:4]=1)=[O:56])[CH2:53][CH2:54][CH3:55]. The catalyst class is: 36.